From a dataset of Catalyst prediction with 721,799 reactions and 888 catalyst types from USPTO. Predict which catalyst facilitates the given reaction. Reactant: [C:1]([CH:5]=P(C1C=CC=CC=1)(C1C=CC=CC=1)C1C=CC=CC=1)([O:3][CH3:4])=[O:2].[CH3:25][C:26]1[N:27]=[C:28]([NH:31][C:32]2[CH:39]=[C:38]([O:40][C:41]3[C:50]4[C:45](=[CH:46][CH:47]=[CH:48][CH:49]=4)[CH:44]=[CH:43][CH:42]=3)[C:35]([CH:36]=O)=[CH:34][N:33]=2)[S:29][CH:30]=1.[C:51]([O:54][CH2:55]C)(=[O:53])[CH3:52]. Product: [CH3:25][C:26]1[N:27]=[C:28]([NH:31][C:32]2[N:33]=[CH:34][C:35](/[CH:36]=[CH:5]\[C:1]([O:3][CH3:4])=[O:2])=[C:38]([O:40][C:41]3[C:50]4[C:45](=[CH:46][CH:47]=[CH:48][CH:49]=4)[CH:44]=[CH:43][CH:42]=3)[CH:39]=2)[S:29][CH:30]=1.[CH3:25][C:26]1[N:27]=[C:28]([NH:31][C:32]2[N:33]=[CH:34][C:35](/[CH:36]=[CH:52]/[C:51]([O:54][CH3:55])=[O:53])=[C:38]([O:40][C:41]3[C:50]4[C:45](=[CH:46][CH:47]=[CH:48][CH:49]=4)[CH:44]=[CH:43][CH:42]=3)[CH:39]=2)[S:29][CH:30]=1. The catalyst class is: 1.